The task is: Predict the reactants needed to synthesize the given product.. This data is from Full USPTO retrosynthesis dataset with 1.9M reactions from patents (1976-2016). (1) Given the product [N+:1]([C:4]1[CH:11]=[CH:10][C:7]([CH2:8][S:13]([CH3:12])(=[O:15])=[O:14])=[CH:6][CH:5]=1)([O-:3])=[O:2], predict the reactants needed to synthesize it. The reactants are: [N+:1]([C:4]1[CH:11]=[CH:10][C:7]([CH2:8]Br)=[CH:6][CH:5]=1)([O-:3])=[O:2].[CH3:12][S:13]([OH:15])=[O:14].[Na]. (2) Given the product [F:21][C:22]1[CH:23]=[C:24]([NH:25][C:16]2[CH:17]=[N:18][CH:19]=[C:14]([NH:13][C:5]3[CH:4]=[C:3]([O:2][CH3:1])[C:8]([O:9][CH3:10])=[C:7]([O:11][CH3:12])[CH:6]=3)[N:15]=2)[CH:26]=[CH:27][CH:28]=1, predict the reactants needed to synthesize it. The reactants are: [CH3:1][O:2][C:3]1[CH:4]=[C:5]([NH:13][C:14]2[CH:19]=[N:18][CH:17]=[C:16](Cl)[N:15]=2)[CH:6]=[C:7]([O:11][CH3:12])[C:8]=1[O:9][CH3:10].[F:21][C:22]1[CH:23]=[C:24]([CH:26]=[CH:27][CH:28]=1)[NH2:25]. (3) Given the product [N:24]1([C:30]2[N:35]=[CH:34][C:33]([NH:36][C:9]([C:11]3[O:15][C:14]([C:16]4[CH:21]=[CH:20][CH:19]=[CH:18][C:17]=4[CH3:22])=[N:13][C:12]=3[CH3:23])=[O:10])=[CH:32][CH:31]=2)[CH2:29][CH2:28][O:27][CH2:26][CH2:25]1, predict the reactants needed to synthesize it. The reactants are: O=C1CCC(=O)N1O[C:9]([C:11]1[O:15][C:14]([C:16]2[CH:21]=[CH:20][CH:19]=[CH:18][C:17]=2[CH3:22])=[N:13][C:12]=1[CH3:23])=[O:10].[N:24]1([C:30]2[N:35]=[CH:34][C:33]([NH2:36])=[CH:32][CH:31]=2)[CH2:29][CH2:28][O:27][CH2:26][CH2:25]1. (4) Given the product [CH2:21]([O:20][CH2:19][C:14]1([CH3:18])[CH2:15][CH2:16][CH2:17][N:12]([CH2:11][CH:2]2[O:1][C:6]3[CH:7]=[CH:8][CH:9]=[CH:10][C:5]=3[O:4][CH2:3]2)[CH2:13]1)[CH:22]=[CH2:23], predict the reactants needed to synthesize it. The reactants are: [O:1]1[C:6]2[CH:7]=[CH:8][CH:9]=[CH:10][C:5]=2[O:4][CH2:3][CH:2]1[CH2:11][N:12]1[CH2:17][CH2:16][CH2:15][C:14]([CH2:19][O:20][CH3:21])([CH3:18])[CH2:13]1.[CH2:22](Br)[CH:23]=C. (5) Given the product [Br:12][C:13]1[CH:21]=[CH:20][CH:19]=[C:18]2[C:14]=1[CH:15]=[CH:16][N:17]2[S:8]([C:4]1[S:3][CH:7]=[CH:6][CH:5]=1)(=[O:10])=[O:9], predict the reactants needed to synthesize it. The reactants are: [OH-].[Na+].[S:3]1[CH:7]=[CH:6][CH:5]=[C:4]1[S:8](Cl)(=[O:10])=[O:9].[Br:12][C:13]1[CH:21]=[CH:20][CH:19]=[C:18]2[C:14]=1[CH:15]=[CH:16][NH:17]2. (6) Given the product [O:45]1[CH2:46][CH:43]([S:1][C:2]2[CH:7]=[CH:6][C:5]([CH:8]([CH2:17][CH:18]3[CH2:23][CH2:22][O:21][CH2:20][CH2:19]3)[C:9]([NH:11][C:12]3[S:13][CH:14]=[CH:15][N:16]=3)=[O:10])=[CH:4][CH:3]=2)[CH2:44]1, predict the reactants needed to synthesize it. The reactants are: [SH:1][C:2]1[CH:7]=[CH:6][C:5]([CH:8]([CH2:17][CH:18]2[CH2:23][CH2:22][O:21][CH2:20][CH2:19]2)[C:9]([NH:11][C:12]2[S:13][CH:14]=[CH:15][N:16]=2)=[O:10])=[CH:4][CH:3]=1.C([O-])([O-])=O.[K+].[K+].[Na+].[I-].S(O[CH:43]1[CH2:46][O:45][CH2:44]1)(C1C=CC(C)=CC=1)(=O)=O. (7) Given the product [CH2:12]([O:19]/[C:20](=[C:2](/[OH:4])\[C:1]([O:7][C:8]([CH3:11])([CH3:10])[CH3:9])=[O:6])/[C:21]([O:23][CH3:24])=[O:22])[C:13]1[CH:18]=[CH:17][CH:16]=[CH:15][CH:14]=1, predict the reactants needed to synthesize it. The reactants are: [C:1]([O:7][C:8]([CH3:11])([CH3:10])[CH3:9])(=[O:6])[C:2]([O:4]C)=O.[CH2:12]([O:19][CH2:20][C:21]([O:23][CH3:24])=[O:22])[C:13]1[CH:18]=[CH:17][CH:16]=[CH:15][CH:14]=1.[Li+].CC([N-]C(C)C)C.[Li]CCCC.C(NC(C)C)(C)C.Cl. (8) The reactants are: [CH2:1]([N:8]1[C:16]2[CH:15]=[CH:14][CH:13]=[C:12]([NH2:17])[C:11]=2[C:10]([CH3:18])=[N:9]1)[C:2]1[CH:7]=[CH:6][CH:5]=[CH:4][CH:3]=1.[N:19]1C=C(C(O)=O)N2C=CC=CC=12. Given the product [CH3:18][C:10]1[C:11]2[C:12]([NH2:17])=[CH:13][CH:14]=[CH:15][C:16]=2[N:8]([CH2:1][C:2]2[CH:7]=[N:19][C:5]([CH3:6])=[CH:4][CH:3]=2)[N:9]=1, predict the reactants needed to synthesize it. (9) Given the product [N+:37]([C:34]1[CH:35]=[C:36]2[C:31]([C:30]([C:40]3[CH:41]=[CH:42][C:43]([C:44]#[N:45])=[CH:46][CH:47]=3)=[CH:29][NH:28]2)=[CH:32][CH:33]=1)([O-:39])=[O:38], predict the reactants needed to synthesize it. The reactants are: CCCC[N+](CCCC)(CCCC)CCCC.[F-].C1(S([N:28]2[C:36]3[C:31](=[CH:32][CH:33]=[C:34]([N+:37]([O-:39])=[O:38])[CH:35]=3)[C:30]([C:40]3[CH:47]=[CH:46][C:43]([C:44]#[N:45])=[CH:42][CH:41]=3)=[CH:29]2)(=O)=O)C=CC=CC=1.C(=O)(O)[O-].[Na+].